This data is from Catalyst prediction with 721,799 reactions and 888 catalyst types from USPTO. The task is: Predict which catalyst facilitates the given reaction. Reactant: C(OC([N:8]1[CH2:13][CH2:12][C:11]([CH2:15][NH:16][C:17]([C:19]2[N:20]=[N:21][C:22]([CH2:38][CH2:39][CH2:40][CH3:41])=[C:23]([C:25]3[CH:30]=[CH:29][C:28]([O:31][CH:32]4[CH2:37][CH2:36][CH2:35][CH2:34][CH2:33]4)=[CH:27][CH:26]=3)[CH:24]=2)=[O:18])([F:14])[CH2:10][CH2:9]1)=O)(C)(C)C.[ClH:42]. Product: [ClH:42].[ClH:42].[F:14][C:11]1([CH2:15][NH:16][C:17]([C:19]2[N:20]=[N:21][C:22]([CH2:38][CH2:39][CH2:40][CH3:41])=[C:23]([C:25]3[CH:30]=[CH:29][C:28]([O:31][CH:32]4[CH2:37][CH2:36][CH2:35][CH2:34][CH2:33]4)=[CH:27][CH:26]=3)[CH:24]=2)=[O:18])[CH2:10][CH2:9][NH:8][CH2:13][CH2:12]1. The catalyst class is: 135.